This data is from Full USPTO retrosynthesis dataset with 1.9M reactions from patents (1976-2016). The task is: Predict the reactants needed to synthesize the given product. (1) Given the product [CH2:12]([O:11][C:10]1[CH:9]=[C:8]2[C:4]([CH2:5][CH2:6][CH2:7]2)=[CH:3][C:2]=1[NH2:28])[CH2:13][CH3:14], predict the reactants needed to synthesize it. The reactants are: Br[C:2]1[CH:3]=[C:4]2[C:8](=[CH:9][C:10]=1[O:11][CH2:12][CH2:13][CH3:14])[CH2:7][CH2:6][CH2:5]2.C(=[NH:28])(C1C=CC=CC=1)C1C=CC=CC=1.CC1(C)C2C=CC=C(P(C3C=CC=CC=3)C3C=CC=CC=3)C=2OC2C1=CC=CC=2P(C1C=CC=CC=1)C1C=CC=CC=1.C(=O)([O-])[O-].[Cs+].[Cs+].[Cl-].[NH4+]. (2) Given the product [CH:29]([C@H:28]1[CH2:27][O:26][C:25](=[O:32])[N:24]1[C:22]1[CH:21]=[CH:20][N:19]=[C:18]([N:10]([C@H:8]([C:5]2[CH:6]=[CH:7][C:2]([C:37]3[CH:36]=[N:35][N:34]([CH3:33])[CH:38]=3)=[CH:3][CH:4]=2)[CH3:9])[C:11](=[O:17])[O:12][C:13]([CH3:16])([CH3:15])[CH3:14])[N:23]=1)([CH3:31])[CH3:30], predict the reactants needed to synthesize it. The reactants are: Br[C:2]1[CH:7]=[CH:6][C:5]([C@@H:8]([N:10]([C:18]2[N:23]=[C:22]([N:24]3[C@@H:28]([CH:29]([CH3:31])[CH3:30])[CH2:27][O:26][C:25]3=[O:32])[CH:21]=[CH:20][N:19]=2)[C:11](=[O:17])[O:12][C:13]([CH3:16])([CH3:15])[CH3:14])[CH3:9])=[CH:4][CH:3]=1.[CH3:33][N:34]1[CH:38]=[C:37](B2OC(C)(C)C(C)(C)O2)[CH:36]=[N:35]1.C(=O)(O)[O-].[Na+].N#N. (3) Given the product [OH:16][CH:17]1[CH2:22][CH2:21][N:20]([CH2:2][CH2:3][O:4][C:5]2[CH:14]=[CH:13][CH:12]=[C:11]3[C:6]=2[CH:7]=[CH:8][C:9]([CH3:15])=[N:10]3)[CH2:19][CH2:18]1, predict the reactants needed to synthesize it. The reactants are: Br[CH2:2][CH2:3][O:4][C:5]1[CH:14]=[CH:13][CH:12]=[C:11]2[C:6]=1[CH:7]=[CH:8][C:9]([CH3:15])=[N:10]2.[OH:16][CH:17]1[CH2:22][CH2:21][NH:20][CH2:19][CH2:18]1. (4) Given the product [C:7]([O:11][C:12]([NH:14][C:15]1[CH:16]=[C:17]2[C:22](=[CH:23][CH:24]=1)[N:21]([C:1](=[O:5])[CH2:2][CH2:3][CH3:4])[C:20]([CH3:26])([CH3:25])[CH:19]=[C:18]2[CH3:27])=[O:13])([CH3:10])([CH3:8])[CH3:9], predict the reactants needed to synthesize it. The reactants are: [C:1](Cl)(=[O:5])[CH2:2][CH2:3][CH3:4].[C:7]([O:11][C:12]([NH:14][C:15]1[CH:16]=[C:17]2[C:22](=[CH:23][CH:24]=1)[NH:21][C:20]([CH3:26])([CH3:25])[CH:19]=[C:18]2[CH3:27])=[O:13])([CH3:10])([CH3:9])[CH3:8]. (5) Given the product [ClH:1].[Cl:1][C:2]1[CH:3]=[N:4][N:5]([C:7]2[CH:28]=[CH:27][C:10]([O:11][CH2:12][CH:13]3[CH:18]([NH2:19])[CH2:17][CH2:16][O:15][CH2:14]3)=[CH:9][CH:8]=2)[CH:6]=1, predict the reactants needed to synthesize it. The reactants are: [Cl:1][C:2]1[CH:3]=[N:4][N:5]([C:7]2[CH:28]=[CH:27][C:10]([O:11][CH2:12][CH:13]3[CH:18]([NH:19]C(=O)OC(C)(C)C)[CH2:17][CH2:16][O:15][CH2:14]3)=[CH:9][CH:8]=2)[CH:6]=1.Cl.CCOC(C)=O. (6) The reactants are: [NH2:1][C:2]1[C:3]([CH3:26])=[C:4]([C:8]2[N:9]=[C:10]([NH:17][C:18]3[CH:25]=[CH:24][C:21]([C:22]#[N:23])=[CH:20][CH:19]=3)[C:11]3[N:12]([CH:14]=[CH:15][N:16]=3)[CH:13]=2)[CH:5]=[CH:6][CH:7]=1.C(N(C(C)C)CC)(C)C.[C:36]([C:40]1[CH:48]=[CH:47][C:43]([C:44](Cl)=[O:45])=[CH:42][CH:41]=1)([CH3:39])([CH3:38])[CH3:37]. Given the product [C:36]([C:40]1[CH:41]=[CH:42][C:43]([C:44]([NH:1][C:2]2[CH:7]=[CH:6][CH:5]=[C:4]([C:8]3[N:9]=[C:10]([NH:17][C:18]4[CH:25]=[CH:24][C:21]([C:22]#[N:23])=[CH:20][CH:19]=4)[C:11]4[N:12]([CH:14]=[CH:15][N:16]=4)[CH:13]=3)[C:3]=2[CH3:26])=[O:45])=[CH:47][CH:48]=1)([CH3:39])([CH3:37])[CH3:38], predict the reactants needed to synthesize it.